Dataset: Forward reaction prediction with 1.9M reactions from USPTO patents (1976-2016). Task: Predict the product of the given reaction. (1) The product is: [CH:1]1([N:4]([CH2:32][C:33]2[CH:34]=[C:35]([CH:44]=[C:45]([CH2:47][CH2:48][CH2:49][O:50][CH3:51])[CH:46]=2)[O:36][CH2:37][C@@H:38]2[CH2:40][C@H:39]2[C:41]([O:43][CH3:54])=[O:42])[C:5]([C@@H:7]2[C@@H:12]([C:13]3[CH:14]=[CH:15][C:16]([O:19][CH2:20][CH2:21][O:22][C:23]4[C:28]([Cl:29])=[CH:27][C:26]([CH3:30])=[CH:25][C:24]=4[Cl:31])=[CH:17][CH:18]=3)[CH2:11][CH2:10][NH:9][CH2:8]2)=[O:6])[CH2:3][CH2:2]1. Given the reactants [CH:1]1([N:4]([CH2:32][C:33]2[CH:34]=[C:35]([CH:44]=[C:45]([CH2:47][CH2:48][CH2:49][O:50][CH3:51])[CH:46]=2)[O:36][CH2:37][C@@H:38]2[CH2:40][C@H:39]2[C:41]([OH:43])=[O:42])[C:5]([C@@H:7]2[C@@H:12]([C:13]3[CH:18]=[CH:17][C:16]([O:19][CH2:20][CH2:21][O:22][C:23]4[C:28]([Cl:29])=[CH:27][C:26]([CH3:30])=[CH:25][C:24]=4[Cl:31])=[CH:15][CH:14]=3)[CH2:11][CH2:10][NH:9][CH2:8]2)=[O:6])[CH2:3][CH2:2]1.[N+](=[CH2:54])=[N-], predict the reaction product. (2) Given the reactants [Br:1][C:2]1[N:3]2[CH2:19][C@@H:18]([C:20]([O:22]CC)=[O:21])[CH2:17][C:16](=[O:25])[CH:5]3[C@@H:6]([NH:11][C:12]([O:14][CH3:15])=[O:13])[CH2:7][CH2:8][C:9]([CH:10]=1)=[C:4]23.[OH-].[Li+].Cl, predict the reaction product. The product is: [Br:1][C:2]1[N:3]2[CH2:19][C@@H:18]([C:20]([OH:22])=[O:21])[CH2:17][C:16](=[O:25])[CH:5]3[C@@H:6]([NH:11][C:12]([O:14][CH3:15])=[O:13])[CH2:7][CH2:8][C:9]([CH:10]=1)=[C:4]23. (3) Given the reactants [CH3:1][CH:2]([CH2:7][N:8]1[CH2:12][CH2:11][CH2:10][CH2:9]1)[CH2:3][C:4]([OH:6])=[O:5].C1N=CN(C(N2C=NC=C2)=O)C=1.Cl.[F:26][C:27]1[C:31]([C:32]2[CH:33]=[N:34][C:35]([O:38][CH3:39])=[CH:36][CH:37]=2)=[N:30][NH:29][C:28]=1[NH2:40].CCN(CC)CC, predict the reaction product. The product is: [CH:4]([OH:6])=[O:5].[F:26][C:27]1[C:31]([C:32]2[CH:33]=[N:34][C:35]([O:38][CH3:39])=[CH:36][CH:37]=2)=[N:30][NH:29][C:28]=1[NH:40][C:4](=[O:6])[CH2:3][CH:2]([CH3:1])[CH2:7][N:8]1[CH2:12][CH2:11][CH2:10][CH2:9]1. (4) Given the reactants [N+:1]([C:4]1[CH:9]=[CH:8][CH:7]=[CH:6][C:5]=1[NH:10][C@H:11]([CH2:16][CH:17]=[CH2:18])[C:12](OC)=[O:13])([O-])=O.Cl[Sn]Cl.O, predict the reaction product. The product is: [CH2:16]([C@H:11]1[NH:10][C:5]2[C:4](=[CH:9][CH:8]=[CH:7][CH:6]=2)[NH:1][C:12]1=[O:13])[CH:17]=[CH2:18]. (5) Given the reactants [O:1]=[C:2]1[NH:10][C:5]2=[N:6][CH:7]=[CH:8][CH:9]=[C:4]2[N:3]1[CH:11]1[CH2:16][CH2:15][N:14]([C:17]2[CH:22]=[CH:21][N:20]=[C:19]([C:23]([OH:25])=O)[N:18]=2)[CH2:13][CH2:12]1.Cl.Cl.[CH3:28][C:29]1([CH3:38])[CH2:34][NH:33][CH2:32][C:31]2[CH:35]=[N:36][NH:37][C:30]1=2.C(N(CC)CC)C.CN(C(ON1N=NC2C=CC=CC1=2)=[N+](C)C)C.[B-](F)(F)(F)F, predict the reaction product. The product is: [CH3:28][C:29]1([CH3:38])[CH2:34][N:33]([C:23]([C:19]2[N:18]=[C:17]([N:14]3[CH2:15][CH2:16][CH:11]([N:3]4[C:4]5[C:5](=[N:6][CH:7]=[CH:8][CH:9]=5)[NH:10][C:2]4=[O:1])[CH2:12][CH2:13]3)[CH:22]=[CH:21][N:20]=2)=[O:25])[CH2:32][C:31]2[CH:35]=[N:36][NH:37][C:30]1=2.